This data is from Reaction yield outcomes from USPTO patents with 853,638 reactions. The task is: Predict the reaction yield, written as a fraction of the theoretical maximum amount of product (1.0 means a 100% yield; for example, 0.34 means a 34% yield). (1) The reactants are [CH3:1][N:2]1[C:6]([NH:7][C:8](=[O:15])OCC(Cl)(Cl)Cl)=[CH:5][CH:4]=[N:3]1.[F:16][C:17]1[C:22]([F:23])=[CH:21][CH:20]=[CH:19][C:18]=1[C:24]1[CH:29]=[CH:28][CH:27]=[C:26]([N:30]2[CH2:35][CH2:34][NH:33][CH2:32][CH2:31]2)[CH:25]=1. No catalyst specified. The product is [F:16][C:17]1[C:22]([F:23])=[CH:21][CH:20]=[CH:19][C:18]=1[C:24]1[CH:29]=[CH:28][CH:27]=[C:26]([N:30]2[CH2:31][CH2:32][N:33]([C:8]([NH:7][C:6]3[N:2]([CH3:1])[N:3]=[CH:4][CH:5]=3)=[O:15])[CH2:34][CH2:35]2)[CH:25]=1. The yield is 0.610. (2) The reactants are C[O:2][C:3]1[N:8]=[CH:7][C:6]([CH2:9][N:10]2[C:18]3[C:13](=[CH:14][CH:15]=[CH:16][CH:17]=3)[C:12]3([C:22]4=[CH:23][C:24]5[O:28][CH2:27][O:26][C:25]=5[CH:29]=[C:21]4[O:20][CH2:19]3)[C:11]2=[O:30])=[CH:5][CH:4]=1.[I-].[Na+].Cl[Si](C)(C)C. The catalyst is O.C(#N)C. The product is [O:2]=[C:3]1[NH:8][CH:7]=[C:6]([CH2:9][N:10]2[C:18]3[C:13](=[CH:14][CH:15]=[CH:16][CH:17]=3)[C:12]3([C:22]4=[CH:23][C:24]5[O:28][CH2:27][O:26][C:25]=5[CH:29]=[C:21]4[O:20][CH2:19]3)[C:11]2=[O:30])[CH:5]=[CH:4]1. The yield is 0.720.